Dataset: Full USPTO retrosynthesis dataset with 1.9M reactions from patents (1976-2016). Task: Predict the reactants needed to synthesize the given product. Given the product [Cl:1][C:2]1[C:3]([N:10]([CH2:22][CH3:23])[CH2:11][CH:12]2[CH2:14][CH:13]2[C:15]2[CH:16]=[CH:17][C:18]([F:21])=[CH:19][CH:20]=2)=[CH:4][N:5]=[N:6][C:7]=1[NH:8][NH:9][C:28](=[O:29])[CH2:27][CH:24]1[CH2:26][CH2:25]1, predict the reactants needed to synthesize it. The reactants are: [Cl:1][C:2]1[C:3]([N:10]([CH2:22][CH3:23])[CH2:11][CH:12]2[CH2:14][CH:13]2[C:15]2[CH:20]=[CH:19][C:18]([F:21])=[CH:17][CH:16]=2)=[CH:4][N:5]=[N:6][C:7]=1[NH:8][NH2:9].[CH:24]1([CH2:27][C:28](Cl)=[O:29])[CH2:26][CH2:25]1.C(=O)(O)[O-].[Na+].